From a dataset of Forward reaction prediction with 1.9M reactions from USPTO patents (1976-2016). Predict the product of the given reaction. (1) The product is: [F:36][C:31]1[CH:30]=[C:29]([CH:34]=[CH:33][C:32]=1[F:35])[CH2:28][NH:27][C:26]([C:11]1[C:10]2[C:14](=[CH:15][C:7]([C:45]3[C:41]([CH3:40])=[N:42][O:43][C:44]=3[CH3:49])=[CH:8][CH:9]=2)[N:13]([CH2:16][C:17]2[CH:22]=[CH:21][CH:20]=[CH:19][N:18]=2)[C:12]=1[CH:23]([CH3:25])[CH3:24])=[O:37]. Given the reactants FC(F)(F)S(O[C:7]1[CH:15]=[C:14]2[C:10]([C:11]([C:26](=[O:37])[NH:27][CH2:28][C:29]3[CH:34]=[CH:33][C:32]([F:35])=[C:31]([F:36])[CH:30]=3)=[C:12]([CH:23]([CH3:25])[CH3:24])[N:13]2[CH2:16][C:17]2[CH:22]=[CH:21][CH:20]=[CH:19][N:18]=2)=[CH:9][CH:8]=1)(=O)=O.[CH3:40][C:41]1[C:45](B(O)O)=[C:44]([CH3:49])[O:43][N:42]=1.[Li+].[Cl-].C([O-])([O-])=O.[Na+].[Na+], predict the reaction product. (2) Given the reactants [CH:1]1([CH2:7][C:8]([OH:10])=O)[CH2:6][CH2:5][CH2:4][CH2:3][CH2:2]1.CN(C(ON1N=NC2C=CC=NC1=2)=[N+](C)C)C.F[P-](F)(F)(F)(F)F.CN1CCOCC1.[CH3:42][O:43][C:44]1[C:45]2[N:58]=[C:57]([NH2:59])[S:56][C:46]=2[C:47]([N:50]2[CH2:55][CH2:54][O:53][CH2:52][CH2:51]2)=[N:48][CH:49]=1, predict the reaction product. The product is: [CH:1]1([CH2:7][C:8]([NH:59][C:57]2[S:56][C:46]3[C:47]([N:50]4[CH2:55][CH2:54][O:53][CH2:52][CH2:51]4)=[N:48][CH:49]=[C:44]([O:43][CH3:42])[C:45]=3[N:58]=2)=[O:10])[CH2:2][CH2:3][CH2:4][CH2:5][CH2:6]1. (3) Given the reactants [CH2:1]1[O:6][NH:5][C:3](=[O:4])[C@@H:2]1[NH2:7].[Cl:8][C:9]1[CH:10]=[C:11]([C:16]2([C:31]([F:34])([F:33])[F:32])[CH2:20][C:19]([C:21]3[CH:29]=[CH:28][C:24]([C:25](O)=[O:26])=[C:23]([CH3:30])[CH:22]=3)=[N:18][CH2:17]2)[CH:12]=[C:13]([Cl:15])[CH:14]=1.CCN(C(C)C)C(C)C.OC1C2N=NNC=2C=CC=1.Cl.CN(C)CCCN=C=NCC, predict the reaction product. The product is: [Cl:8][C:9]1[CH:10]=[C:11]([C:16]2([C:31]([F:33])([F:34])[F:32])[CH2:20][C:19]([C:21]3[CH:29]=[CH:28][C:24]([C:25]([NH:7][C@@H:2]4[CH2:1][O:6][NH:5][C:3]4=[O:4])=[O:26])=[C:23]([CH3:30])[CH:22]=3)=[N:18][CH2:17]2)[CH:12]=[C:13]([Cl:15])[CH:14]=1. (4) Given the reactants [CH2:1]([O:8][C:9]1[CH:10]=[C:11]([CH:24]=[C:25]([O:27][CH2:28][C:29]2[CH:34]=[CH:33][CH:32]=[CH:31][CH:30]=2)[CH:26]=1)[C:12]([NH:14][C:15]1[CH:20]=[CH:19][C:18]([N+:21]([O-])=O)=[CH:17][N:16]=1)=[O:13])[C:2]1[CH:7]=[CH:6][CH:5]=[CH:4][CH:3]=1, predict the reaction product. The product is: [CH2:28]([O:27][C:25]1[CH:24]=[C:11]([CH:10]=[C:9]([O:8][CH2:1][C:2]2[CH:7]=[CH:6][CH:5]=[CH:4][CH:3]=2)[CH:26]=1)[C:12]([NH:14][C:15]1[CH:20]=[CH:19][C:18]([NH2:21])=[CH:17][N:16]=1)=[O:13])[C:29]1[CH:30]=[CH:31][CH:32]=[CH:33][CH:34]=1.